From a dataset of CYP2C19 inhibition data for predicting drug metabolism from PubChem BioAssay. Regression/Classification. Given a drug SMILES string, predict its absorption, distribution, metabolism, or excretion properties. Task type varies by dataset: regression for continuous measurements (e.g., permeability, clearance, half-life) or binary classification for categorical outcomes (e.g., BBB penetration, CYP inhibition). Dataset: cyp2c19_veith. (1) The drug is Cc1ccc(C(=O)C(OC(=O)CNC(=O)c2ccc(Cl)cc2)c2ccccc2)cc1. The result is 1 (inhibitor). (2) The compound is CC(C)C[C@@H](NC(=O)OCC1c2ccccc2-c2ccccc21)C(=O)O. The result is 0 (non-inhibitor). (3) The compound is c1ccc2c(N3CCNCC3)nc(-c3ccoc3)nc2c1. The result is 0 (non-inhibitor). (4) The result is 1 (inhibitor). The drug is CC(C)OCCCn1c(=S)[nH]c2ncccc2c1=O. (5) The result is 1 (inhibitor). The compound is O=C1C(Cc2ccccc2)SC(=Nc2ccccc2)N1c1ccccc1. (6) The drug is C=CC[C@H](N)C(=O)O. The result is 0 (non-inhibitor). (7) The molecule is c1ccc(-c2nc(NCc3cccnc3)c3ccccc3n2)cc1. The result is 1 (inhibitor).